Dataset: Full USPTO retrosynthesis dataset with 1.9M reactions from patents (1976-2016). Task: Predict the reactants needed to synthesize the given product. Given the product [Cl:20][C:13]1[C:14]([F:19])=[CH:15][CH:16]=[C:17]([Cl:18])[C:12]=1[C@H:10]([O:9][C:4]1[C:5]([NH2:8])=[N:6][CH:7]=[C:2]([C:28]2[CH:29]=[N:30][N:31]([CH:33]3[CH2:38][CH2:37][N:36]([CH3:39])[CH2:35][CH2:34]3)[CH:32]=2)[N:3]=1)[CH3:11], predict the reactants needed to synthesize it. The reactants are: Br[C:2]1[N:3]=[C:4]([O:9][C@@H:10]([C:12]2[C:17]([Cl:18])=[CH:16][CH:15]=[C:14]([F:19])[C:13]=2[Cl:20])[CH3:11])[C:5]([NH2:8])=[N:6][CH:7]=1.NC1N=CC([C:28]2[CH:29]=[N:30][N:31]([CH:33]3[CH2:38][CH2:37][N:36]([C:39](=O)CO)[CH2:35][CH2:34]3)[CH:32]=2)=CC=1O[C@@H](C1C(Cl)=CC=C(F)C=1Cl)C.